Task: Predict the product of the given reaction.. Dataset: Forward reaction prediction with 1.9M reactions from USPTO patents (1976-2016) (1) Given the reactants [Cl:1][C:2]1[CH:3]=[C:4]([C:8]([OH:13])([CH3:12])[CH2:9][C:10]#[N:11])[CH:5]=[CH:6][CH:7]=1.[H-].[H-].[H-].[H-].[Li+].[Al+3], predict the reaction product. The product is: [NH2:11][CH2:10][CH2:9][C:8]([C:4]1[CH:5]=[CH:6][CH:7]=[C:2]([Cl:1])[CH:3]=1)([OH:13])[CH3:12]. (2) Given the reactants [CH:1]1[C:6](=[O:7])[C:5]([OH:8])=[CH:4]O[C:2]=1[CH2:9][OH:10].[NH2:11][C:12]1[CH:17]=[CH:16][CH:15]=[CH:14][CH:13]=1, predict the reaction product. The product is: [OH:8][C:5]1[C:6](=[O:7])[CH:1]=[C:2]([CH2:9][OH:10])[N:11]([C:12]2[CH:17]=[CH:16][CH:15]=[CH:14][CH:13]=2)[CH:4]=1. (3) The product is: [C:9]([O:13][C:14](=[O:21])[NH:15][C@H:16]1[CH2:20][CH2:19][N:18]([C:2]2[CH:7]=[CH:6][CH:5]=[C:4]([Br:8])[N:3]=2)[CH2:17]1)([CH3:12])([CH3:10])[CH3:11]. Given the reactants Br[C:2]1[CH:7]=[CH:6][CH:5]=[C:4]([Br:8])[N:3]=1.[C:9]([O:13][C:14](=[O:21])[NH:15][CH:16]1[CH2:20][CH2:19][NH:18][CH2:17]1)([CH3:12])([CH3:11])[CH3:10].C1(P(C2C=CC=CC=2)C2C=CC3C(=CC=CC=3)C=2C2C3C(=CC=CC=3)C=CC=2P(C2C=CC=CC=2)C2C=CC=CC=2)C=CC=CC=1.C(=O)([O-])[O-].[Cs+].[Cs+], predict the reaction product. (4) Given the reactants [O:1]1[CH2:6][CH2:5][CH:4]([NH:7][C:8]2[C:13]3[C:14]([C:17]4[CH:22]=[C:21](C(F)(F)F)[CH:20]=[CH:19][N:18]=4)=[N:15][NH:16][C:12]=3[CH:11]=[CH:10][N:9]=2)[CH2:3][CH2:2]1.COC1C=CC(CN2C3C=CN=C(NC4CCOCC4)C=3C([Sn](C)(C)C)=N2)=CC=1.BrC1C=C([Cl:63])C=CN=1, predict the reaction product. The product is: [Cl:63][C:21]1[CH:20]=[CH:19][N:18]=[C:17]([C:14]2[C:13]3[C:8]([NH:7][CH:4]4[CH2:5][CH2:6][O:1][CH2:2][CH2:3]4)=[N:9][CH:10]=[CH:11][C:12]=3[NH:16][N:15]=2)[CH:22]=1. (5) Given the reactants CS(C1C=CC(CBr)=CC=1)(=O)=O.Br[C:14]1[CH:19]=[CH:18][C:17](/[CH:20]=[CH:21]/[C:22]2[N:23]([CH2:35][C:36]3[CH:41]=[CH:40][C:39]([S:42]([CH3:45])(=[O:44])=[O:43])=[CH:38][CH:37]=3)[CH:24]=[C:25]([C:27]3[CH:32]=[CH:31][C:30]([Cl:33])=[CH:29][C:28]=3[Cl:34])[N:26]=2)=[CH:16][CH:15]=1.[F:46][C:47]([F:58])([F:57])[C:48]1[CH:49]=[C:50](B(O)O)[CH:51]=[CH:52][CH:53]=1, predict the reaction product. The product is: [Cl:34][C:28]1[CH:29]=[C:30]([Cl:33])[CH:31]=[CH:32][C:27]=1[C:25]1[N:26]=[C:22](/[CH:21]=[CH:20]/[C:17]2[CH:18]=[CH:19][C:14]([C:52]3[CH:51]=[CH:50][CH:49]=[C:48]([C:47]([F:58])([F:57])[F:46])[CH:53]=3)=[CH:15][CH:16]=2)[N:23]([CH2:35][C:36]2[CH:41]=[CH:40][C:39]([S:42]([CH3:45])(=[O:44])=[O:43])=[CH:38][CH:37]=2)[CH:24]=1. (6) Given the reactants [Cl:1][C:2]1[CH:3]=[CH:4][C:5]([F:16])=[C:6]([NH:8][N:9]=[C:10]([C:14]#[N:15])[C:11]([NH2:13])=[O:12])[CH:7]=1.Br[CH2:18][C:19]([O:21][CH2:22][CH3:23])=[O:20], predict the reaction product. The product is: [CH2:22]([O:21][C:19]([C:18]1[N:8]([C:6]2[CH:7]=[C:2]([Cl:1])[CH:3]=[CH:4][C:5]=2[F:16])[N:9]=[C:10]([C:11](=[O:12])[NH2:13])[C:14]=1[NH2:15])=[O:20])[CH3:23].